This data is from Forward reaction prediction with 1.9M reactions from USPTO patents (1976-2016). The task is: Predict the product of the given reaction. (1) Given the reactants Br[C:2]1[S:3][C:4]2[C:5]([N:11]=1)=[N:6][CH:7]=[C:8]([Br:10])[N:9]=2.CCN(CC)CC.[SH:19][CH2:20][C:21]([O:23][CH2:24][CH3:25])=[O:22], predict the reaction product. The product is: [Br:10][C:8]1[N:9]=[C:4]2[S:3][C:2]([S:19][CH2:20][C:21]([O:23][CH2:24][CH3:25])=[O:22])=[N:11][C:5]2=[N:6][CH:7]=1. (2) The product is: [CH2:1]1[C:5]2[CH:6]=[CH:7][C:8]([O:10][CH2:11][C@H:12]3[C@H:17]([C:18]4[CH:19]=[CH:20][C:21]([F:24])=[CH:22][CH:23]=4)[CH2:16][CH2:15][NH:14][CH2:13]3)=[CH:9][C:4]=2[CH2:3][O:2]1. Given the reactants [CH2:1]1[C:5]2[CH:6]=[CH:7][C:8]([O:10][CH2:11][C@H:12]3[C@H:17]([C:18]4[CH:23]=[CH:22][C:21]([F:24])=[CH:20][CH:19]=4)[CH2:16][CH2:15][N:14](C(OC(C)(C)C)=O)[CH2:13]3)=[CH:9][C:4]=2[CH2:3][O:2]1.FC(F)(F)C(O)=O.ClCCl, predict the reaction product. (3) Given the reactants N[C:2]1[S:3][C:4]2[C:9](=[O:10])[NH:8][N:7]=[CH:6][C:5]=2[N:11]=1.N([O-])=O.[Na+].[ClH:16], predict the reaction product. The product is: [Cl:16][C:2]1[S:3][C:4]2[C:9](=[O:10])[NH:8][N:7]=[CH:6][C:5]=2[N:11]=1. (4) Given the reactants [OH-].[Na+].[F:3][C:4]1[CH:5]=[C:6](/[CH:31]=[CH:32]/[C:33]([O:35]C)=[O:34])[CH:7]=[C:8]([F:30])[C:9]=1[CH:10]1[C:15]2[NH:16][C:17]3[C:22]([C:14]=2[CH2:13][C:12]([CH3:24])([CH3:23])[N:11]1[CH2:25][C@H:26]([CH3:29])[CH2:27][F:28])=[CH:21][CH:20]=[CH:19][CH:18]=3.CO.Cl, predict the reaction product. The product is: [F:30][C:8]1[CH:7]=[C:6](/[CH:31]=[CH:32]/[C:33]([OH:35])=[O:34])[CH:5]=[C:4]([F:3])[C:9]=1[CH:10]1[C:15]2[NH:16][C:17]3[C:22]([C:14]=2[CH2:13][C:12]([CH3:23])([CH3:24])[N:11]1[CH2:25][C@H:26]([CH3:29])[CH2:27][F:28])=[CH:21][CH:20]=[CH:19][CH:18]=3. (5) Given the reactants CC1C=CC(C([O:8][C@H:9]2[C:13]([Cl:15])([Cl:14])[C@H:12]([N:16]3[CH:21]=[CH:20][C:19](=[O:22])[NH:18][C:17]3=[O:23])[O:11][C@@H:10]2[CH2:24][O:25]C(=O)C2C=CC(C)=CC=2)=O)=CC=1, predict the reaction product. The product is: [Cl:15][C:13]1([Cl:14])[C@H:9]([OH:8])[C@@H:10]([CH2:24][OH:25])[O:11][C@H:12]1[N:16]1[CH:21]=[CH:20][C:19](=[O:22])[NH:18][C:17]1=[O:23]. (6) Given the reactants [F:1][C:2]1[CH:23]=[CH:22][CH:21]=[C:20]([F:24])[C:3]=1[CH2:4][O:5][C:6]1[C:7]2[N:8]([C:13]([C:17](O)=[O:18])=[C:14]([CH3:16])[N:15]=2)[CH:9]=[C:10]([CH3:12])[CH:11]=1.CN(C(ON1N=NC2C=CC=NC1=2)=[N+](C)C)C.F[P-](F)(F)(F)(F)F.C(N(CC)C(C)C)(C)C.[C:58]([O:62][C:63](=[O:70])[NH:64][CH:65]1[CH2:68][CH2:67][CH:66]1[NH2:69])([CH3:61])([CH3:60])[CH3:59], predict the reaction product. The product is: [F:1][C:2]1[CH:23]=[CH:22][CH:21]=[C:20]([F:24])[C:3]=1[CH2:4][O:5][C:6]1[C:7]2[N:8]([C:13]([C:17]([NH:69][CH:66]3[CH2:67][CH2:68][CH:65]3[NH:64][C:63](=[O:70])[O:62][C:58]([CH3:60])([CH3:59])[CH3:61])=[O:18])=[C:14]([CH3:16])[N:15]=2)[CH:9]=[C:10]([CH3:12])[CH:11]=1. (7) Given the reactants Br[C:2]1[C:10]2[N:9]3[CH2:11][CH2:12][CH2:13][NH:14][C:15](=[O:16])[C:8]3=[CH:7][C:6]=2[CH:5]=[C:4]([F:17])[CH:3]=1.[F:18][C:19]([F:30])([F:29])[C:20]1[CH:25]=[CH:24][C:23](B(O)O)=[CH:22][CH:21]=1, predict the reaction product. The product is: [F:17][C:4]1[CH:3]=[C:2]([C:23]2[CH:24]=[CH:25][C:20]([C:19]([F:30])([F:29])[F:18])=[CH:21][CH:22]=2)[C:10]2[N:9]3[CH2:11][CH2:12][CH2:13][NH:14][C:15](=[O:16])[C:8]3=[CH:7][C:6]=2[CH:5]=1. (8) Given the reactants Cl[C:2]1[CH:10]=[CH:9][CH:8]=[CH:7][C:3]=1[C:4](Cl)=[O:5].C([NH:15][CH:16]1[C:24]2[C:19](=[CH:20][CH:21]=[C:22]([C:25]([O:27][CH3:28])=[O:26])[CH:23]=2)[CH2:18][CH2:17]1)(C)(C)C.CCN([CH:35]([CH3:37])[CH3:36])C(C)C.[C:38](#N)C, predict the reaction product. The product is: [C:3]1([C:4]([NH:15][C@H:16]2[C:24]3[C:19](=[CH:20][CH:21]=[C:22]([C:25]([O:27][CH3:28])=[O:26])[CH:23]=3)[CH2:18][CH2:17]2)=[O:5])[C:2]2[C:10](=[CH:38][CH:37]=[CH:35][CH:36]=2)[CH:9]=[CH:8][CH:7]=1. (9) The product is: [Cl:19][C:20]1[CH:21]=[C:22]([C@@H:8]([C:9]2[C:14]([C:15]([F:18])([F:16])[F:17])=[CH:13][CH:12]=[CH:11][N:10]=2)[NH:7][S@:5]([C:2]([CH3:1])([CH3:3])[CH3:4])=[O:6])[CH:23]=[CH:24][C:25]=1[Cl:26]. Given the reactants [CH3:1][C:2]([S@@:5](/[N:7]=[CH:8]/[C:9]1[C:14]([C:15]([F:18])([F:17])[F:16])=[CH:13][CH:12]=[CH:11][N:10]=1)=[O:6])([CH3:4])[CH3:3].[Cl:19][C:20]1[CH:21]=[C:22]([Mg]Br)[CH:23]=[CH:24][C:25]=1[Cl:26].[NH4+].[Cl-].O, predict the reaction product. (10) Given the reactants [CH3:1][O:2][C:3]1([C:24]([O:26][CH3:27])=[O:25])[CH2:8][CH2:7][N:6]([C:9]2[CH2:23][C:12]3([CH2:15][N:14](C(OC(C)(C)C)=O)[CH2:13]3)[O:11][N:10]=2)[CH2:5][CH2:4]1.[CH2:28]([O:30][C:31]1[CH:36]=[C:35]([CH:37]=O)[CH:34]=[C:33]([O:39][CH2:40][CH3:41])[C:32]=1[C:42]1[CH:47]=[CH:46][C:45]([F:48])=[CH:44][CH:43]=1)[CH3:29], predict the reaction product. The product is: [CH2:28]([O:30][C:31]1[CH:36]=[C:35]([CH2:37][N:14]2[CH2:13][C:12]3([CH2:23][C:9]([N:6]4[CH2:5][CH2:4][C:3]([O:2][CH3:1])([C:24]([O:26][CH3:27])=[O:25])[CH2:8][CH2:7]4)=[N:10][O:11]3)[CH2:15]2)[CH:34]=[C:33]([O:39][CH2:40][CH3:41])[C:32]=1[C:42]1[CH:43]=[CH:44][C:45]([F:48])=[CH:46][CH:47]=1)[CH3:29].